From a dataset of Experimentally validated miRNA-target interactions with 360,000+ pairs, plus equal number of negative samples. Binary Classification. Given a miRNA mature sequence and a target amino acid sequence, predict their likelihood of interaction. (1) The miRNA is cel-miR-55-3p with sequence UACCCGUAUAAGUUUCUGCUGAG. The protein sequence of the target gene is MRWLTLIAVAHLIAFLSSAEITCPRIPEKCDCKISKSMIILSCNGEDVKTIAQTVGTSQIDELHILNGTDVKIESLPFNGLRTIAILNSTLQSFSPTAWRHVEATIEHITINGNELKTVPVFGNLSTLMSMNLNSNQISSIPDKAFNGLSALTQLRLENNAICDFPPKSLDAVKASLVLLDVSGNCLDAIPAQILRNAANLMYLDLGSNNISEINNFELMNLPFLRELRVQNNTLRRIHPMAFMNVPQLQYLYLQDNIISTLDGNRLQGFKNLEVLDVSNNALYALPSLKDLPNLKQVRV.... Result: 1 (interaction). (2) The protein sequence of the target gene is MAGRSVRVPRRGSAGTQSRGQLAAGRDLLAREQEYKRLNEELEAKTADLVRQAEEVIREQQEVRARPFSALTTSCKEEGGSSSRDLLSSEGTHPWTETKPKTKNTGPVNKIQNRLHSADKERKTNSSAKLKYPDAQTANDVAIPDDFSDFSLAKTISRIEGQLDEDGLPECAEDDSFCGVSKDIGTEAQIRFLKAKLHVMQEELDSVVCECSKKEDKIQDLKSKVKNLEEDCVRQQRTVTSQQSQIEKYKNLFEEANKKCDELQQQLSSVERELESKRRLQKQAASSQSATEVRLNRALE.... The miRNA is mmu-miR-139-5p with sequence UCUACAGUGCACGUGUCUCCAG. Result: 1 (interaction). (3) The miRNA is hsa-miR-4492 with sequence GGGGCUGGGCGCGCGCC. The protein sequence of the target gene is MRCALALSALLLLLSTPPLLPSSPSPSPSPSQNATQTTTDSSNKTAPTPASSVTIMATDTAQQSTVPTSKANEILASVKATTLGVSSDSPGTTTLAQQVSGPVNTTVARGGGSGNPTTTIESPKSTKSADTTTVATSTATAKPNTTSSQNGAEDTTNSGGKSSHSVTTDLTSTKAEHLTTPHPTSPLSPRQPTSTHPVATPTSSGHDHLMKISSSSSTVAIPGYTFTSPGMTTTLLETVFHHVSQAGLELLTSGDLPTLASQSAGITASSVISQRTQQTSSQMPASSTAPSSQETVQPTS.... Result: 1 (interaction). (4) The miRNA is hsa-miR-214-3p with sequence ACAGCAGGCACAGACAGGCAGU. The protein sequence of the target gene is MSDAAEEQPMETTGATENGHEAAPEGEAPVEPSAAAAAPAASAGSGGGTTTAPSGNQNGAEGDQINASKNEEDAGKMFVGGLSWDTSKKDLKDYFTKFGEVVDCTIKMDPNTGRSRGFGFILFKDSSSVEKVLDQKEHRLDGRVIDPKKAMAMKKDPVKKIFVGGLNPEATEEKIREYFGQFGEIEAIELPIDPKLNKRRGFVFITFKEEDPVKKVLEKKFHTVSGSKCEIKVAQPKEVYQQQQYGSGGRGNRNRGNRGSGGGQGSTNYGKSQRRGGHQNNYKPY. Result: 0 (no interaction). (5) The miRNA is hsa-miR-6873-5p with sequence CAGAGGGAAUACAGAGGGCAAU. The protein sequence of the target gene is MAAAAVVEFQRAQSLLSTDREASIDILHSIVKRDIQENDEEAVQVKEQSILELGSLLAKTGQAAELGGLLKYVRPFLNSISKAKAARLVRSLLDLFLDMEAATGQEVELCLECIEWAKSEKRTFLRQALEARLVSLYFDTKRYQEALHLGSQLLRELKKMDDKALLVEVQLLESKTYHALSNLPKARAALTSARTTANAIYCPPKLQATLDMQSGIIHAAEEKDWKTAYSYFYEAFEGYDSIDSPKAITSLKYMLLCKIMLNTPEDVQALVSGKLALRYAGRQTEALKCVAQASKNRSLA.... Result: 1 (interaction). (6) The miRNA is mmu-miR-212-3p with sequence UAACAGUCUCCAGUCACGGCCA. The protein sequence of the target gene is MRRAKSRRGPCEPVLRAPPPICYSPSSPVQILEDPAYFYPDLQLYSGRHEASTLTVEASGGLRGKSVEDPLSSFHSPNFLRTPEVEMRGSEDVASGRVLQRLIQEQLRYGTPTENMNLLAIQHQATGSAGPAHATTNFSSTETLTQEDPQMVYQSARQEPQGQEHQGDNTVMEKQVRSTQPQQNNEELPTYEEAKAQSQFFRGQQQQQQQQQQQQQQQQQQGQGPLSHTYYMAGGTSQKSRTEGRPTVNRANSGQAHKDEALKELKQGHVRSLSERIMQLSLERNGAKQHLPSSGNGKSF.... Result: 0 (no interaction). (7) The miRNA is rno-miR-199a-5p with sequence CCCAGUGUUCAGACUACCUGUUC. The protein sequence of the target gene is MRWLTLIAVAHLIAFLSSAEITCPRIPEKCDCKISKSMIILSCNGEDVKTIAQTVGTSQIDELHILNGTDVKIESLPFNGLRTIAILNSTLQSFSPTAWRHVEATIEHITINGNELKTVPVFGNLSTLMSMNLNSNQISSIPDKAFNGLSALTQLRLENNAICDFPPKSLDAVKASLVLLDVSGNCLDAIPAQILRNAANLMYLDLGSNNISEINNFELMNLPFLRELRVQNNTLRRIHPMAFMNVPQLQYLYLQDNIISTLDGNRLQGFKNLEVLDVSNNALYALPSLKDLPNLKQVRV.... Result: 0 (no interaction). (8) The miRNA is mmu-miR-7217-5p with sequence AACUUGUAUCUUGUGAGACAGAAGG. The protein sequence of the target gene is MSSLSGKVQTVLGLVEPSKLGRTLTHEHLAMTFDCCYCPPPPCQEAISKEPIVMKNLYWIQKNAYSHKENLQLNQETEAIKEELLYFKANGGGALVENTTTGISRDTQTLKRLAEETGVHIISGAGFYVDATHSSETRAMSVEQLTDVLMNEILHGADGTSIKCGIIGEIGCSWPLTESERKVLQATAHAQAQLGCPVIIHPGRSSRAPFQIIRILQEAGADISKTVMSHLDRTILDKKELLEFAQLGCYLEYDLFGTELLHYQLGPDIDMPDDNKRIRRVRLLVEEGCEDRILVAHDIH.... Result: 0 (no interaction). (9) The miRNA is cel-miR-251 with sequence UUAAGUAGUGGUGCCGCUCUUA. The protein sequence of the target gene is MDLYSTPAAALDRFVARRLQPRKEFVEKARRALGALAAALRERGGRLGAAAPRVLKTVKGGSSGRGTALKGGCDSELVIFLDCFKSYVDQRARRAEILSEMRASLESWWQNPVPGLRLTFPEQSVPGALQFRLTSVDLEDWMDVSLVPAFNVLGQAGSGVKPKPQVYSTLLNSGCQGGEHAACFTELRRNFVNIRPAKLKNLILLVKHWYHQVCLQGLWKETLPPVYALELLTIFAWEQGCKKDAFSLAEGLRTVLGLIQQHQHLCVFWTVNYGFEDPAVGQFLQRQLKRPRPVILDPAD.... Result: 0 (no interaction).